Dataset: Peptide-MHC class I binding affinity with 185,985 pairs from IEDB/IMGT. Task: Regression. Given a peptide amino acid sequence and an MHC pseudo amino acid sequence, predict their binding affinity value. This is MHC class I binding data. The peptide sequence is SFFGPIGKLI. The MHC is H-2-Db with pseudo-sequence H-2-Db. The binding affinity (normalized) is 0.